Dataset: Forward reaction prediction with 1.9M reactions from USPTO patents (1976-2016). Task: Predict the product of the given reaction. (1) Given the reactants [CH2:1]([N:4]1[CH2:9][CH2:8][NH:7][C@@H:6]([CH2:10][CH:11]([CH3:13])[CH3:12])[CH2:5]1)[CH:2]=[CH2:3].[H-].[Na+].Cl[C:17]1[O:18][C:19]2[C:20](=[C:22]([C:26]([O:28][CH3:29])=[O:27])[CH:23]=[CH:24][CH:25]=2)[N:21]=1, predict the reaction product. The product is: [CH2:1]([N:4]1[CH2:9][CH2:8][N:7]([C:17]2[O:18][C:19]3[C:20](=[C:22]([C:26]([O:28][CH3:29])=[O:27])[CH:23]=[CH:24][CH:25]=3)[N:21]=2)[C@@H:6]([CH2:10][CH:11]([CH3:13])[CH3:12])[CH2:5]1)[CH:2]=[CH2:3]. (2) Given the reactants [F:1][C:2]([F:22])([F:21])[C:3]1[CH:8]=[C:7]([S:9][C:10](=S)OCC)[CH:6]=[CH:5][C:4]=1[C:15]1[CH:20]=[CH:19][CH:18]=[CH:17][CH:16]=1.[OH-].[Na+].Cl.[BH4-].[Na+].[CH3:28][O:29][C:30](=[O:39])[C:31]1[CH:36]=[CH:35][C:34](CBr)=[CH:33][CH:32]=1, predict the reaction product. The product is: [CH3:28][O:29][C:30](=[O:39])[C:31]1[CH:36]=[CH:35][C:34]([CH2:10][S:9][C:7]2[CH:6]=[CH:5][C:4]([C:15]3[CH:16]=[CH:17][CH:18]=[CH:19][CH:20]=3)=[C:3]([C:2]([F:1])([F:21])[F:22])[CH:8]=2)=[CH:33][CH:32]=1.